Binary Classification. Given a drug SMILES string, predict its activity (active/inactive) in a high-throughput screening assay against a specified biological target. From a dataset of KCNQ2 potassium channel screen with 302,405 compounds. (1) The molecule is S(CC(=O)Nc1c(OC)ccc([N+]([O-])=O)c1)c1[nH]c(=O)ccn1. The result is 0 (inactive). (2) The drug is O1C(OCC)C(C(C(C)(C)C)C=C1C(=O)N1CCN(CC1)Cc1cc2OCOc2cc1)CCCO. The result is 0 (inactive). (3) The result is 0 (inactive). The molecule is O(c1c(C(=O)Nc2ccc(N3CCCCC3)cc2)c(OC)ccc1)C. (4) The drug is Fc1cc(C(=O)CC(=O)c2c(O)cc(cc2)C)ccc1. The result is 0 (inactive).